This data is from Forward reaction prediction with 1.9M reactions from USPTO patents (1976-2016). The task is: Predict the product of the given reaction. (1) Given the reactants NCC1C=C(NC(OCCC2C=CC(C(N[C:26]3[CH:35]=[CH:34][C:33]4[C:28](=[CH:29][CH:30]=C[C:32]=4[N:36](C(OC(C)(C)C)=O)C(OC(C)(C)C)=O)[CH:27]=3)C(O)=O)=CC=2C)=O)C=CC=1.[CH2:52]1CN([P+](ON2N=NC3C=CC=CC2=3)(N2CCCC2)N2CCCC2)C[CH2:53]1.F[P-](F)(F)(F)(F)F.C(O)(C(F)(F)F)=[O:86], predict the reaction product. The product is: [CH2:52]([C:27]1[C:28]([CH2:29][CH3:30])=[C:33]([CH:34]=[CH:35][CH:26]=1)[C:32]([NH2:36])=[O:86])[CH3:53]. (2) Given the reactants FC(F)(F)C(O)=O.[NH:8]1[CH2:13][CH2:12][CH:11]([N:14]2[CH2:18][CH2:17][CH:16]([S:19]([C:22]3[CH:27]=[CH:26][C:25]([OH:28])=[CH:24][CH:23]=3)(=[O:21])=[O:20])[CH2:15]2)[CH2:10][CH2:9]1.CCN(CC)CC.[C:36]1(B(O)O)[CH:41]=[CH:40][CH:39]=[CH:38][CH:37]=1, predict the reaction product. The product is: [C:36]1([N:8]2[CH2:13][CH2:12][CH:11]([N:14]3[CH2:18][CH2:17][CH:16]([S:19]([C:22]4[CH:23]=[CH:24][C:25]([OH:28])=[CH:26][CH:27]=4)(=[O:21])=[O:20])[CH2:15]3)[CH2:10][CH2:9]2)[CH:41]=[CH:40][CH:39]=[CH:38][CH:37]=1. (3) Given the reactants [CH3:1][C@@H:2]1[CH2:4][C@H:3]1[C:5]([OH:7])=O.C(N1C=CN=C1)(N1C=CN=C1)=O.Cl.[CH3:21][NH:22][O:23][CH3:24], predict the reaction product. The product is: [CH3:24][O:23][N:22]([CH3:21])[C:5]([C@@H:3]1[CH2:4][C@H:2]1[CH3:1])=[O:7]. (4) The product is: [Cl:1][C:2]1[N:7]=[C:6]([NH:12][C:13]2[CH:14]=[CH:15][C:16]([O:17][CH:18]([CH3:26])[CH2:19][CH2:20][C:21]([O:23][CH2:24][CH3:25])=[O:22])=[CH:27][CH:28]=2)[C:5]([N+:9]([O-:11])=[O:10])=[CH:4][N:3]=1. Given the reactants [Cl:1][C:2]1[N:7]=[C:6](Cl)[C:5]([N+:9]([O-:11])=[O:10])=[CH:4][N:3]=1.[NH2:12][C:13]1[CH:28]=[CH:27][C:16]([O:17][CH:18]([CH3:26])[CH2:19][CH2:20][C:21]([O:23][CH2:24][CH3:25])=[O:22])=[CH:15][CH:14]=1, predict the reaction product. (5) Given the reactants [N:1]1[CH:6]=[C:5]([NH:7][C:8]2[C:9]([C:20]([OH:22])=O)=[N:10][C:11]([O:14][CH2:15][C:16]([F:19])([F:18])[F:17])=[CH:12][N:13]=2)[CH:4]=[N:3][CH:2]=1.[CH3:23][NH:24][C:25]([C:27]1[N:28]([CH3:33])[N:29]=[CH:30][C:31]=1[NH2:32])=[O:26], predict the reaction product. The product is: [CH3:33][N:28]1[C:27]([C:25](=[O:26])[NH:24][CH3:23])=[C:31]([NH:32][C:20]([C:9]2[C:8]([NH:7][C:5]3[CH:4]=[N:3][CH:2]=[N:1][CH:6]=3)=[N:13][CH:12]=[C:11]([O:14][CH2:15][C:16]([F:17])([F:18])[F:19])[N:10]=2)=[O:22])[CH:30]=[N:29]1.